Dataset: Full USPTO retrosynthesis dataset with 1.9M reactions from patents (1976-2016). Task: Predict the reactants needed to synthesize the given product. (1) Given the product [O:10]1[C:4]2[C:5](=[N:6][CH:7]=[C:2]([C:16](=[O:18])[CH3:17])[CH:3]=2)[O:8][CH2:9]1, predict the reactants needed to synthesize it. The reactants are: Br[C:2]1[CH:3]=[C:4]2[O:10][CH2:9][O:8][C:5]2=[N:6][CH:7]=1.C([Sn](CCCC)(CCCC)[C:16]([O:18]CC)=[CH2:17])CCC.O.CCOC(C)=O. (2) The reactants are: [CH3:1][C:2]1([CH3:14])[CH2:11][CH2:10][C:9]2[C:4](=[CH:5][CH:6]=[C:7]([CH:12]=O)[CH:8]=2)[O:3]1.[CH3:15][C:16]1[C:24]([Cl:25])=[CH:23][CH:22]=[C:21]2[C:17]=1[CH2:18][C:19](=[O:26])[NH:20]2. Given the product [Cl:25][C:24]1[C:16]([CH3:15])=[C:17]2[C:21](=[CH:22][CH:23]=1)[NH:20][C:19](=[O:26])[C:18]2=[CH:12][C:7]1[CH:8]=[C:9]2[C:4](=[CH:5][CH:6]=1)[O:3][C:2]([CH3:14])([CH3:1])[CH2:11][CH2:10]2, predict the reactants needed to synthesize it. (3) Given the product [NH2:19][C:14]1[CH:15]=[CH:16][CH:17]=[CH:18][C:13]=1[S:10]([NH:9][C:6]1[CH:5]=[CH:4][C:3]([O:2][CH3:1])=[CH:8][CH:7]=1)(=[O:11])=[O:12], predict the reactants needed to synthesize it. The reactants are: [CH3:1][O:2][C:3]1[CH:8]=[CH:7][C:6]([NH:9][S:10]([C:13]2[CH:18]=[CH:17][CH:16]=[CH:15][C:14]=2[N+:19]([O-])=O)(=[O:12])=[O:11])=[CH:5][CH:4]=1. (4) Given the product [CH:11]1([C:3]2[NH:2][C:10]3[C:5]([CH:4]=2)=[CH:6][C:7]([C:22]2[CH:23]=[N:24][C:19]([O:18][CH3:17])=[CH:20][C:21]=2[CH3:28])=[CH:8][CH:9]=3)[CH2:16][CH2:15][CH2:14][CH2:13][CH2:12]1, predict the reactants needed to synthesize it. The reactants are: Br[N:2]1[C:10]2[C:5](=[CH:6][CH:7]=[CH:8][CH:9]=2)[CH:4]=[C:3]1[CH:11]1[CH2:16][CH2:15][CH2:14][CH2:13][CH2:12]1.[CH3:17][O:18][C:19]1[N:24]=[CH:23][C:22](B(O)O)=[C:21]([CH3:28])[CH:20]=1.C(=O)([O-])[O-].[K+].[K+].O. (5) Given the product [C:1]([O:5][C:6](=[O:7])[NH:8][C@H:9]1[C@H:18]([O:42][CH3:41])[CH2:17][C:16]2[C:11](=[CH:12][C:13]([C:40]#[N:35])=[CH:14][CH:15]=2)[C:10]1([CH2:22][CH3:23])[CH2:20][CH3:21])([CH3:2])([CH3:4])[CH3:3], predict the reactants needed to synthesize it. The reactants are: [C:1]([O:5][C:6]([N:8]1[CH:18]2[CH:9]1[C:10]([CH2:22][CH3:23])([CH2:20][CH3:21])[C:11]1[C:16]([CH2:17]2)=[CH:15][CH:14]=[C:13](O)[CH:12]=1)=[O:7])([CH3:4])([CH3:3])[CH3:2].C1(C)C=CC(S([O-])(=O)=O)=CC=1.[NH+:35]1[CH:40]=CC=CC=1.[CH3:41][OH:42]. (6) Given the product [CH3:18][C:14]1([CH3:19])[CH2:15][C:16](=[O:17])[N:11]([C:8]2[CH:9]=[CH:10][C:5]([O:4][C:2]([N:32]3[CH2:33][CH2:34][N:29]([CH2:28][C:24]4[CH:23]=[N:22][CH:27]=[CH:26][CH:25]=4)[CH2:30][CH2:31]3)=[O:3])=[CH:6][CH:7]=2)[C:12](=[O:20])[CH2:13]1, predict the reactants needed to synthesize it. The reactants are: Cl[C:2]([O:4][C:5]1[CH:10]=[CH:9][C:8]([N:11]2[C:16](=[O:17])[CH2:15][C:14]([CH3:19])([CH3:18])[CH2:13][C:12]2=[O:20])=[CH:7][CH:6]=1)=[O:3].Cl.[N:22]1[CH:27]=[CH:26][CH:25]=[C:24]([CH2:28][N:29]2[CH2:34][CH2:33][NH:32][CH2:31][CH2:30]2)[CH:23]=1. (7) Given the product [OH:1][C:2]1[CH:10]=[C:9]2[C:5]([C:6](=[N:24][C:23]3[CH:25]=[CH:26][CH:27]=[C:21]([C:20]([F:19])([F:28])[F:29])[CH:22]=3)[C:7](=[O:17])[N:8]2[C:11]2[CH:16]=[CH:15][CH:14]=[CH:13][CH:12]=2)=[CH:4][CH:3]=1, predict the reactants needed to synthesize it. The reactants are: [OH:1][C:2]1[CH:10]=[C:9]2[C:5]([C:6](=O)[C:7](=[O:17])[N:8]2[C:11]2[CH:16]=[CH:15][CH:14]=[CH:13][CH:12]=2)=[CH:4][CH:3]=1.[F:19][C:20]([F:29])([F:28])[C:21]1[CH:22]=[C:23]([CH:25]=[CH:26][CH:27]=1)[NH2:24]. (8) Given the product [Cl:1][C:2]1[CH:3]=[C:4]([CH2:9][N:10]2[CH:14]=[C:13]([CH2:15][OH:16])[N:12]=[N:11]2)[CH:5]=[CH:6][C:7]=1[Cl:8], predict the reactants needed to synthesize it. The reactants are: [Cl:1][C:2]1[CH:3]=[C:4]([CH2:9][N:10]2[CH:14]=[C:13]([C:15](OCC)=[O:16])[N:12]=[N:11]2)[CH:5]=[CH:6][C:7]=1[Cl:8].CC(C[AlH]CC(C)C)C.[NH4+].[Cl-].O. (9) The reactants are: S=[C:2]1[CH2:6][S:5][C:4](=[O:7])[NH:3]1.[CH:8]1([NH2:14])[CH2:13][CH2:12][CH2:11][CH2:10][CH2:9]1. Given the product [CH:8]1([NH:14][C:2]2[CH2:6][S:5][C:4](=[O:7])[N:3]=2)[CH2:13][CH2:12][CH2:11][CH2:10][CH2:9]1, predict the reactants needed to synthesize it. (10) Given the product [CH3:40][O:39][CH2:38][C@H:37]([CH3:41])[O:36][C:21]1[CH:20]=[C:19]([CH:24]=[C:23]([C:25]2[NH:26][C:27]([C:30]3[O:31][C@@H:32]([CH3:35])[CH2:33][N:34]=3)=[CH:28][CH:29]=2)[CH:22]=1)[O:18][C:15]1[CH:16]=[CH:17][C:12]([S:9]([NH:8][CH3:7])(=[O:11])=[O:10])=[N:13][CH:14]=1, predict the reactants needed to synthesize it. The reactants are: COC1C=CC([CH2:7][N:8](C)[S:9]([C:12]2[CH:17]=[CH:16][C:15]([O:18][C:19]3[CH:24]=[C:23]([C:25]4[NH:26][C:27]([C:30]5[O:31][C@@H:32]([CH3:35])[CH2:33][N:34]=5)=[CH:28][CH:29]=4)[CH:22]=[C:21]([O:36][C@@H:37]([CH3:41])[CH2:38][O:39][CH3:40])[CH:20]=3)=[CH:14][N:13]=2)(=[O:11])=[O:10])=CC=1.